Dataset: Forward reaction prediction with 1.9M reactions from USPTO patents (1976-2016). Task: Predict the product of the given reaction. (1) Given the reactants [F:1][C:2]1[CH:21]=[CH:20][C:5]2[C:6]([C:9]3[CH:14]=[CH:13][C:12]([O:15][CH2:16][C@H:17]4[CH2:19][O:18]4)=[CH:11][CH:10]=3)=[N:7][O:8][C:4]=2[CH:3]=1.[OH:22][C:23]1([C:29]2[CH:34]=[CH:33][CH:32]=[CH:31][CH:30]=2)[CH2:28][CH2:27][NH:26][CH2:25][CH2:24]1, predict the reaction product. The product is: [F:1][C:2]1[CH:21]=[CH:20][C:5]2[C:6]([C:9]3[CH:10]=[CH:11][C:12]([O:15][CH2:16][C@H:17]([OH:18])[CH2:19][N:26]4[CH2:25][CH2:24][C:23]([C:29]5[CH:34]=[CH:33][CH:32]=[CH:31][CH:30]=5)([OH:22])[CH2:28][CH2:27]4)=[CH:13][CH:14]=3)=[N:7][O:8][C:4]=2[CH:3]=1. (2) Given the reactants [OH:1][C:2]1[N:7]=[CH:6][C:5]2[C:8]3([CH2:18][C:19]4[CH:24]=[CH:23][CH:22]=[CH:21][N:20]=4)[CH2:16][CH2:15][C:14](=[O:17])[CH2:13][CH:9]3[CH2:10][CH2:11][CH2:12][C:4]=2[CH:3]=1.[CH2:25](O)[CH2:26][OH:27].CC1C=CC(S(O)(=O)=O)=CC=1, predict the reaction product. The product is: [N:20]1[CH:21]=[CH:22][CH:23]=[CH:24][C:19]=1[CH2:18][C:8]12[CH2:16][CH2:15][C:14]3([O:27][CH2:26][CH2:25][O:17]3)[CH2:13][CH:9]1[CH2:10][CH2:11][CH2:12][C:4]1[CH:3]=[C:2]([OH:1])[N:7]=[CH:6][C:5]=12. (3) Given the reactants [CH:1]([C:3]1[C:4]([N:28]2[CH2:40][CH2:39][C:38]3[N:37]4[C:32]([CH2:33][CH2:34][CH2:35][CH2:36]4)=[CH:31][C:30]=3[C:29]2=[O:41])=[N:5][CH:6]=[CH:7][C:8]=1[C:9]1[CH:14]=[C:13]([NH:15][C:16]2[CH:25]=[C:19]3[CH2:20][N:21]([CH3:24])[CH2:22][CH2:23][N:18]3[N:17]=2)[C:12](=[O:26])[N:11]([CH3:27])[CH:10]=1)=[O:2].[BH4-].[Na+], predict the reaction product. The product is: [OH:2][CH2:1][C:3]1[C:4]([N:28]2[CH2:40][CH2:39][C:38]3[N:37]4[C:32]([CH2:33][CH2:34][CH2:35][CH2:36]4)=[CH:31][C:30]=3[C:29]2=[O:41])=[N:5][CH:6]=[CH:7][C:8]=1[C:9]1[CH:14]=[C:13]([NH:15][C:16]2[CH:25]=[C:19]3[CH2:20][N:21]([CH3:24])[CH2:22][CH2:23][N:18]3[N:17]=2)[C:12](=[O:26])[N:11]([CH3:27])[CH:10]=1.